From a dataset of Catalyst prediction with 721,799 reactions and 888 catalyst types from USPTO. Predict which catalyst facilitates the given reaction. (1) Reactant: [CH:1]1(/[C:6](/[N:10]2[CH:14]=[C:13]([C:15]3[C:16]4[CH:23]=[CH:22][N:21](COCC[Si](C)(C)C)[C:17]=4[N:18]=[CH:19][N:20]=3)[CH:12]=[N:11]2)=[CH:7]/[C:8]#[N:9])[CH2:5][CH2:4][CH2:3][CH2:2]1. Product: [CH:1]1(/[C:6](/[N:10]2[CH:14]=[C:13]([C:15]3[C:16]4[CH:23]=[CH:22][NH:21][C:17]=4[N:18]=[CH:19][N:20]=3)[CH:12]=[N:11]2)=[CH:7]/[C:8]#[N:9])[CH2:5][CH2:4][CH2:3][CH2:2]1. The catalyst class is: 157. (2) Reactant: [Cl:1][C:2]1[C:7](F)=[CH:6][CH:5]=[CH:4][N:3]=1.[NH:9]1[CH:13]=[CH:12][CH:11]=[N:10]1.C([O-])([O-])=O.[K+].[K+].O. Product: [Cl:1][C:2]1[C:7]([N:9]2[CH:13]=[CH:12][CH:11]=[N:10]2)=[CH:6][CH:5]=[CH:4][N:3]=1. The catalyst class is: 3. (3) Reactant: [Br:1][C:2]1[CH:7]=[CH:6][N:5]=[C:4]2[N:8]([S:11]([C:14]3[CH:19]=[CH:18][CH:17]=[CH:16][CH:15]=3)(=[O:13])=[O:12])[CH:9]=[CH:10][C:3]=12.[Li+].CC([N-]C(C)C)C.CCCCCCC.C1C[O:38][CH2:37]C1.C(C1C=CC=CC=1)C.Cl. Product: [Br:1][C:2]1[CH:7]=[CH:6][N:5]=[C:4]2[N:8]([S:11]([C:14]3[CH:19]=[CH:18][CH:17]=[CH:16][CH:15]=3)(=[O:13])=[O:12])[C:9]([CH:37]=[O:38])=[CH:10][C:3]=12. The catalyst class is: 118. (4) Reactant: [NH2:1][C:2]1[CH:3]=[C:4]2[C:9](=[CH:10][CH:11]=1)[C:8](=[N:12]O)[CH2:7][CH2:6][CH2:5]2.[OH-:14].[Na+].CO.C(Cl)Cl. Product: [NH2:1][C:2]1[CH:11]=[CH:10][C:9]2[C:8](=[O:14])[NH:12][CH2:7][CH2:6][CH2:5][C:4]=2[CH:3]=1. The catalyst class is: 6.